This data is from Full USPTO retrosynthesis dataset with 1.9M reactions from patents (1976-2016). The task is: Predict the reactants needed to synthesize the given product. (1) Given the product [CH2:24]([N:15]1[C:10]2[NH:11][CH2:12][CH2:13][S:14][CH:8]([C:5]3[CH:6]=[CH:7][C:2]([C:39]([O:31][CH3:30])=[O:40])=[CH:3][C:4]=3[CH3:26])[C:9]=2[C:17]([C:18]2[CH:23]=[CH:22][CH:21]=[CH:20][N:19]=2)=[N:16]1)[CH3:25], predict the reactants needed to synthesize it. The reactants are: Br[C:2]1[CH:7]=[CH:6][C:5]([CH:8]2[S:14][CH2:13][CH2:12][NH:11][C:10]3[N:15]([CH2:24][CH3:25])[N:16]=[C:17]([C:18]4[CH:23]=[CH:22][CH:21]=[CH:20][N:19]=4)[C:9]2=3)=[C:4]([CH3:26])[CH:3]=1.CN([CH:30]=[O:31])C.C(N(CC)CC)C.[CH3:39][OH:40]. (2) Given the product [C:8]1([CH2:7][NH:1][C@H:2]([CH2:5][CH3:6])[CH2:3][OH:4])[CH:13]=[CH:12][CH:11]=[CH:10][CH:9]=1, predict the reactants needed to synthesize it. The reactants are: [NH2:1][C@H:2]([CH2:5][CH3:6])[CH2:3][OH:4].[CH:7](=O)[C:8]1[CH:13]=[CH:12][CH:11]=[CH:10][CH:9]=1.[BH4-].[Na+].[OH-].[Na+]. (3) Given the product [C:22]([C:25]1[S:29][C:28]2[CH:30]=[CH:31][CH:32]=[C:33]([C:7]3[CH:8]=[C:9]([C:11]([CH3:14])([CH3:13])[CH3:12])[CH:10]=[C:5]([C:1]([CH3:4])([CH3:3])[CH3:2])[C:6]=3[O:18][CH2:19][O:20][CH3:21])[C:27]=2[CH:26]=1)(=[O:24])[CH3:23], predict the reactants needed to synthesize it. The reactants are: [C:1]([C:5]1[C:6]([O:18][CH2:19][O:20][CH3:21])=[C:7](B(O)O)[CH:8]=[C:9]([C:11]([CH3:14])([CH3:13])[CH3:12])[CH:10]=1)([CH3:4])([CH3:3])[CH3:2].[C:22]([C:25]1[S:29][C:28]2[CH:30]=[CH:31][CH:32]=[C:33](I)[C:27]=2[CH:26]=1)(=[O:24])[CH3:23].C(O)C.C([O-])([O-])=O.[Na+].[Na+]. (4) Given the product [CH3:23][S:24]([C:27]1[CH:32]=[CH:31][C:30]([C:2]2[CH:3]=[CH:4][C:5]3[O:9][CH:8]([CH:10]4[CH2:11][CH2:12][NH:13][CH2:14][CH2:15]4)[CH2:7][C:6]=3[CH:22]=2)=[CH:29][CH:28]=1)(=[O:26])=[O:25], predict the reactants needed to synthesize it. The reactants are: Br[C:2]1[CH:3]=[CH:4][C:5]2[O:9][CH:8]([CH:10]3[CH2:15][CH2:14][N:13](C(=O)C(F)(F)F)[CH2:12][CH2:11]3)[CH2:7][C:6]=2[CH:22]=1.[CH3:23][S:24]([C:27]1[CH:32]=[CH:31][C:30](B(O)O)=[CH:29][CH:28]=1)(=[O:26])=[O:25].C([O-])([O-])=O.[Na+].[Na+]. (5) Given the product [C:21]1([S:19]([C:13]2[CH:12]=[C:11]3[C:16]([C:17]([OH:18])=[C:8]([C:6]([NH:43][CH2:47][C:48]([OH:50])=[O:49])=[O:7])[N:9]=[CH:10]3)=[CH:15][CH:14]=2)=[O:20])[CH:22]=[CH:23][CH:24]=[CH:25][CH:26]=1, predict the reactants needed to synthesize it. The reactants are: C(O[C:6]([C:8]1[N:9]=[CH:10][C:11]2[C:16]([C:17]=1[OH:18])=[CH:15][CH:14]=[C:13]([S:19]([C:21]1[CH:26]=[CH:25][CH:24]=[CH:23][CH:22]=1)=[O:20])[CH:12]=2)=[O:7])CCC.C1CC2N(C3C=C(C=C(C4C=CC=CC=4)C4C=CC=CC=4)C=CC=3)C3C(C2C1)=C(/C=C1/C([N:43]([CH2:47][C:48]([OH:50])=[O:49])C(S/1)=S)=O)C=CC=3. (6) Given the product [ClH:40].[CH3:27][N:25]1[CH:26]=[C:22]([C:21]2[C:16]([NH:15][CH2:14][CH:11]3[CH2:12][CH2:13][NH:8][CH2:9][CH2:10]3)=[N:17][C:18]([C:28]3[CH:33]=[CH:32][CH:31]=[C:30]([C:34]4[CH:35]=[N:36][N:37]([CH3:39])[CH:38]=4)[CH:29]=3)=[N:19][CH:20]=2)[CH:23]=[N:24]1, predict the reactants needed to synthesize it. The reactants are: C(OC([N:8]1[CH2:13][CH2:12][CH:11]([CH2:14][NH:15][C:16]2[C:21]([C:22]3[CH:23]=[N:24][N:25]([CH3:27])[CH:26]=3)=[CH:20][N:19]=[C:18]([C:28]3[CH:33]=[CH:32][CH:31]=[C:30]([C:34]4[CH:35]=[N:36][N:37]([CH3:39])[CH:38]=4)[CH:29]=3)[N:17]=2)[CH2:10][CH2:9]1)=O)(C)(C)C.[ClH:40]. (7) Given the product [Br:6][C:7]1[CH:8]=[C:9]2[C:10]([CH2:13][CH2:14][C:15]2=[O:17])=[CH:11][CH:12]=1, predict the reactants needed to synthesize it. The reactants are: S(Cl)(=O)(=O)O.[Br:6][C:7]1[CH:12]=[CH:11][C:10]([CH2:13][CH2:14][C:15]([OH:17])=O)=[CH:9][CH:8]=1. (8) Given the product [CH3:9][C:6]1[O:5][CH2:4][C:3](=[O:8])[C:2]=1[N:17]1[CH2:21][CH2:20][CH2:19][CH2:18]1, predict the reactants needed to synthesize it. The reactants are: C[CH:2]1[CH2:6][O:5][C:4](=O)[C:3]1=[O:8].[C:9]([O-])(=O)C.C(O)(=O)C.[NH:17]1[CH2:21][CH2:20][CH2:19][CH2:18]1. (9) Given the product [CH2:23]([N:22]1[C:21]2[C:20](=[O:27])[N:19]([CH3:28])[C:18](=[O:29])[N:17]([CH3:30])[C:16]=2[N:15]=[C:14]1[N:11]1[CH2:10][CH2:9][NH:8][CH2:13][CH2:12]1)[C:24]#[C:25][CH3:26], predict the reactants needed to synthesize it. The reactants are: C(OC([N:8]1[CH2:13][CH2:12][N:11]([C:14]2[N:22]([CH2:23][C:24]#[C:25][CH3:26])[C:21]3[C:20](=[O:27])[N:19]([CH3:28])[C:18](=[O:29])[N:17]([CH3:30])[C:16]=3[N:15]=2)[CH2:10][CH2:9]1)=O)(C)(C)C. (10) Given the product [CH3:21][N:22]([CH3:23])[C:2]1[N:6]=[C:5]([N:7]2[CH2:12][CH2:11][CH:10]([NH:13][C:14](=[O:20])[O:15][C:16]([CH3:19])([CH3:18])[CH3:17])[CH2:9][CH2:8]2)[S:4][N:3]=1, predict the reactants needed to synthesize it. The reactants are: Cl[C:2]1[N:6]=[C:5]([N:7]2[CH2:12][CH2:11][CH:10]([NH:13][C:14](=[O:20])[O:15][C:16]([CH3:19])([CH3:18])[CH3:17])[CH2:9][CH2:8]2)[S:4][N:3]=1.[CH3:21][N:22](C=O)[CH3:23].